Predict the reaction yield, written as a fraction of the theoretical maximum amount of product (1.0 means a 100% yield; for example, 0.34 means a 34% yield). From a dataset of Reaction yield outcomes from USPTO patents with 853,638 reactions. The reactants are [NH2:1][CH:2]([C:18]1[CH:23]=[CH:22][C:21]([CH2:24][O:25][CH3:26])=[CH:20][CH:19]=1)[C:3]([NH:5][C:6]1[CH:11]=[C:10]([F:12])[C:9]([Si:13]([CH3:16])([CH3:15])[CH3:14])=[C:8]([F:17])[CH:7]=1)=[O:4].[F:27][B:28]([F:56])[N:29]1[C:33]([CH3:34])=[CH:32][C:31]([CH3:35])=[C:30]1/[CH:36]=[C:37]1\[N:38]=[C:39]([CH2:42][CH2:43][CH2:44][CH2:45][C:46](ON2C(=O)CCC2=O)=[O:47])[CH:40]=[CH:41]\1.O.O.C(#N)C. The catalyst is CN(C=O)C. The product is [F:56][B:28]([F:27])[N:29]1[C:33]([CH3:34])=[CH:32][C:31]([CH3:35])=[C:30]1/[CH:36]=[C:37]1\[N:38]=[C:39]([CH2:42][CH2:43][CH2:44][CH2:45][C:46]([NH:1][CH:2]([C:18]2[CH:19]=[CH:20][C:21]([CH2:24][O:25][CH3:26])=[CH:22][CH:23]=2)[C:3]([NH:5][C:6]2[CH:11]=[C:10]([F:12])[C:9]([Si:13]([CH3:14])([CH3:15])[CH3:16])=[C:8]([F:17])[CH:7]=2)=[O:4])=[O:47])[CH:40]=[CH:41]\1. The yield is 0.466.